This data is from Full USPTO retrosynthesis dataset with 1.9M reactions from patents (1976-2016). The task is: Predict the reactants needed to synthesize the given product. (1) The reactants are: [CH2:1]([O:3][C:4]([C:6]1[N:11]=[C:10](Br)[C:9]2[CH:13]=[C:14]([C:16]3[CH:21]=[CH:20][CH:19]=[C:18]([C:22]([F:25])([F:24])[F:23])[CH:17]=3)[S:15][C:8]=2[C:7]=1[OH:26])=[O:5])[CH3:2].[Cu][C:28]#[N:29]. Given the product [CH2:1]([O:3][C:4]([C:6]1[N:11]=[C:10]([C:28]#[N:29])[C:9]2[CH:13]=[C:14]([C:16]3[CH:21]=[CH:20][CH:19]=[C:18]([C:22]([F:25])([F:24])[F:23])[CH:17]=3)[S:15][C:8]=2[C:7]=1[OH:26])=[O:5])[CH3:2], predict the reactants needed to synthesize it. (2) Given the product [CH3:1][O:2][C:3]([C:5]1[C:6]([OH:34])=[C:7]2[C:12](=[C:13]([C:40]3[CH:41]=[N:42][CH:43]=[CH:44][CH:45]=3)[N:14]=1)[N:11]([CH2:16][C:17]1[CH:22]=[CH:21][CH:20]=[CH:19][CH:18]=1)[C:10](=[O:23])[C:9]([C:24]1[CH:29]=[CH:28][C:27]([C:30]([F:33])([F:32])[F:31])=[CH:26][CH:25]=1)=[CH:8]2)=[O:4], predict the reactants needed to synthesize it. The reactants are: [CH3:1][O:2][C:3]([C:5]1[C:6]([OH:34])=[C:7]2[C:12](=[C:13](Br)[N:14]=1)[N:11]([CH2:16][C:17]1[CH:22]=[CH:21][CH:20]=[CH:19][CH:18]=1)[C:10](=[O:23])[C:9]([C:24]1[CH:29]=[CH:28][C:27]([C:30]([F:33])([F:32])[F:31])=[CH:26][CH:25]=1)=[CH:8]2)=[O:4].C([Sn](CCCC)(CCCC)[C:40]1[CH:41]=[N:42][CH:43]=[CH:44][CH:45]=1)CCC.CCOC(C)=O.Cl. (3) Given the product [NH2:20][C:15]1[CH:14]=[CH:13][C:12]2[C:17](=[CH:18][CH:19]=[C:10]([C:5]3[CH:6]=[CH:7][CH:8]=[CH:9][C:4]=3[C:30]([O:29][CH2:28][CH3:27])=[O:21])[CH:11]=2)[N:16]=1, predict the reactants needed to synthesize it. The reactants are: C(O[C:4]1[CH:9]=[CH:8][CH:7]=[CH:6][C:5]=1[C:10]1[CH:11]=[C:12]2[C:17](=[CH:18][CH:19]=1)[N:16]=[C:15]([NH2:20])[CH:14]=[CH:13]2)C.[OH-:21].[Na+].C(Cl)Cl.C1[CH2:30][O:29][CH2:28][CH2:27]1. (4) Given the product [F:20][C:17]([F:18])([F:19])[C:14]1[CH:15]=[CH:16][C:9]([O:8][CH2:1][C:2]2[CH:3]=[CH:4][CH:5]=[CH:6][CH:7]=2)=[C:10]([C:11](=[O:12])[CH2:29][CH2:28][C:30](=[O:31])[CH3:32])[CH:13]=1, predict the reactants needed to synthesize it. The reactants are: [CH2:1]([O:8][C:9]1[CH:16]=[CH:15][C:14]([C:17]([F:20])([F:19])[F:18])=[CH:13][C:10]=1[CH:11]=[O:12])[C:2]1[CH:7]=[CH:6][CH:5]=[CH:4][CH:3]=1.C(N(CC)CC)C.[CH:28]([C:30]([CH3:32])=[O:31])=[CH2:29].[Br-].C([N+]1C(CC)=C(CCO)SC=1)C. (5) Given the product [CH2:1]1[O:9][C:8]2[CH:7]=[CH:6][C:5]([CH:10]3[C:22]4[NH:21][C:20]5[C:15](=[CH:16][CH:17]=[CH:18][CH:19]=5)[C:14]=4[CH2:13][CH2:12][N:11]3[C:24]3[N:25]=[CH:26][C:27]([C:30]4[CH:31]=[CH:32][C:33]([O:36][CH3:37])=[CH:34][CH:35]=4)=[CH:28][N:29]=3)=[CH:4][C:3]=2[O:2]1, predict the reactants needed to synthesize it. The reactants are: [CH2:1]1[O:9][C:8]2[CH:7]=[CH:6][C:5]([CH:10]3[C:22]4[NH:21][C:20]5[C:15](=[CH:16][CH:17]=[CH:18][CH:19]=5)[C:14]=4[CH2:13][CH2:12][NH:11]3)=[CH:4][C:3]=2[O:2]1.Cl[C:24]1[N:29]=[CH:28][C:27]([C:30]2[CH:35]=[CH:34][C:33]([O:36][CH3:37])=[CH:32][CH:31]=2)=[CH:26][N:25]=1. (6) Given the product [C:19]([C:23]1[CH:24]=[CH:25][C:26]([C:27]([NH:12][C:7]2[C:8]([NH2:11])=[CH:9][CH:10]=[C:5]([C:3]([O:2][CH3:1])=[O:4])[CH:6]=2)=[O:28])=[CH:30][CH:31]=1)([CH3:22])([CH3:20])[CH3:21], predict the reactants needed to synthesize it. The reactants are: [CH3:1][O:2][C:3]([C:5]1[CH:6]=[C:7]([NH2:12])[C:8]([NH2:11])=[CH:9][CH:10]=1)=[O:4].N1C=CC=CC=1.[C:19]([C:23]1[CH:31]=[CH:30][C:26]([C:27](Cl)=[O:28])=[CH:25][CH:24]=1)([CH3:22])([CH3:21])[CH3:20]. (7) Given the product [C:4]([O:3][C:1]([N:8]1[CH2:16][CH2:15][CH:11]([C:12](=[O:13])[N:19]([CH3:20])[CH3:17])[CH2:10][CH2:9]1)=[O:2])([CH3:7])([CH3:6])[CH3:5], predict the reactants needed to synthesize it. The reactants are: [C:1]([N:8]1[CH2:16][CH2:15][CH:11]([C:12](O)=[O:13])[CH2:10][CH2:9]1)([O:3][C:4]([CH3:7])([CH3:6])[CH3:5])=[O:2].[C:17](N1C=CN=C1)([N:19]1C=CN=[CH:20]1)=O.Cl.CNC.C(N(CC)CC)C. (8) The reactants are: C[O:2][C:3](=[O:38])[C:4]1[CH:9]=[CH:8][CH:7]=[C:6]([NH:10][C:11]([N:13]2[CH2:18][CH2:17][CH2:16][CH:15]([C:19]3([CH2:30][C:31]4[CH:36]=[CH:35][CH:34]=[C:33]([Cl:37])[CH:32]=4)[C:27]4[C:22](=[CH:23][C:24]([Cl:28])=[CH:25][CH:26]=4)[NH:21][C:20]3=[O:29])[CH2:14]2)=[O:12])[CH:5]=1.O.[OH-].[Li+]. Given the product [Cl:28][C:24]1[CH:23]=[C:22]2[C:27]([C:19]([CH:15]3[CH2:16][CH2:17][CH2:18][N:13]([C:11]([NH:10][C:6]4[CH:5]=[C:4]([CH:9]=[CH:8][CH:7]=4)[C:3]([OH:38])=[O:2])=[O:12])[CH2:14]3)([CH2:30][C:31]3[CH:36]=[CH:35][CH:34]=[C:33]([Cl:37])[CH:32]=3)[C:20](=[O:29])[NH:21]2)=[CH:26][CH:25]=1, predict the reactants needed to synthesize it. (9) Given the product [F:36][C:35]([F:38])([F:37])[C:33]([OH:39])=[O:34].[N:1]1[NH:2][CH:3]=[C:4]2[CH2:8][N:7]([C@H:9]3[CH2:14][S:13](=[O:15])[CH:12]([C:16]4[CH:21]=[C:20]([F:22])[CH:19]=[C:18]([F:23])[C:17]=4[F:24])[C@@H:11]([NH2:25])[CH2:10]3)[CH2:6][C:5]=12, predict the reactants needed to synthesize it. The reactants are: [N:1]1[NH:2][CH:3]=[C:4]2[CH2:8][N:7]([C@H:9]3[CH2:14][S:13](=[O:15])[CH:12]([C:16]4[CH:21]=[C:20]([F:22])[CH:19]=[C:18]([F:23])[C:17]=4[F:24])[C@@H:11]([NH:25]C(=O)OC(C)(C)C)[CH2:10]3)[CH2:6][C:5]=12.[C:33]([OH:39])([C:35]([F:38])([F:37])[F:36])=[O:34]. (10) Given the product [C:31]1([C:23]2[CH:24]=[CH:65][CH:64]=[CH:63][CH:62]=2)[CH:32]=[CH:33][C:34]([NH:51][C:54](=[O:58])[O:19][CH2:18][CH:15]2[CH2:16][CH2:17][CH:12]([C@H:4]([NH2:1])[C:5](=[O:11])[N:6]3[CH2:10][CH2:9][S:8][CH2:7]3)[CH2:13][CH2:14]2)=[CH:35][CH:36]=1, predict the reactants needed to synthesize it. The reactants are: [N:1]([C@@H:4]([CH:12]1[CH2:17][CH2:16][CH:15]([CH2:18][OH:19])[CH2:14][CH2:13]1)[C:5](=[O:11])[N:6]1[CH2:10][CH2:9][S:8][CH2:7]1)=[N+]=[N-].N([C@@H:23]([CH:31]1[CH2:36][CH2:35][CH:34](CO[Si](C(C)C)(C(C)C)C(C)C)[CH2:33][CH2:32]1)[C:24](N1CCSC1)=O)=[N+]=[N-].C([N:51]([CH2:54]C)CC)C.C(OCC)(=[O:58])C.[CH3:62][CH2:63][CH2:64][CH2:65]CC.